Task: Predict the product of the given reaction.. Dataset: Forward reaction prediction with 1.9M reactions from USPTO patents (1976-2016) Given the reactants [C:1]1([S:7]([N:10]2[C:14]3=[N:15][CH:16]=[CH:17][CH:18]=[C:13]3[CH:12]=[C:11]2[C:19](OS(C2C=CC(C)=CC=2)(=O)=O)=[CH:20][CH:21]2[CH2:25][CH2:24][CH2:23][CH2:22]2)(=[O:9])=[O:8])[CH:6]=[CH:5][CH:4]=[CH:3][CH:2]=1.[CH3:37][O:38][CH2:39][CH2:40][S:41]([C:44]1[CH:49]=[CH:48][C:47](B(O)O)=[CH:46][CH:45]=1)(=[O:43])=[O:42].C(=O)([O-])[O-].[Na+].[Na+], predict the reaction product. The product is: [C:1]1([S:7]([N:10]2[C:14]3=[N:15][CH:16]=[CH:17][CH:18]=[C:13]3[CH:12]=[C:11]2[C:19]([C:47]2[CH:48]=[CH:49][C:44]([S:41]([CH2:40][CH2:39][O:38][CH3:37])(=[O:42])=[O:43])=[CH:45][CH:46]=2)=[CH:20][CH:21]2[CH2:25][CH2:24][CH2:23][CH2:22]2)(=[O:8])=[O:9])[CH:2]=[CH:3][CH:4]=[CH:5][CH:6]=1.